Dataset: Forward reaction prediction with 1.9M reactions from USPTO patents (1976-2016). Task: Predict the product of the given reaction. (1) Given the reactants [CH:1]1([O:4][CH2:5][CH2:6][N:7]2[CH2:12][CH2:11][N:10]([C:13]3[CH:18]=[CH:17][C:16]([N+:19]([O-])=O)=[CH:15][C:14]=3[O:22][CH3:23])[CH2:9][CH2:8]2)[CH2:3][CH2:2]1, predict the reaction product. The product is: [CH:1]1([O:4][CH2:5][CH2:6][N:7]2[CH2:8][CH2:9][N:10]([C:13]3[CH:18]=[CH:17][C:16]([NH2:19])=[CH:15][C:14]=3[O:22][CH3:23])[CH2:11][CH2:12]2)[CH2:3][CH2:2]1. (2) Given the reactants C([O:3][C:4]([C:6]1[CH:7]=[C:8]2[C:13](=[CH:14][CH:15]=1)[NH:12][CH:11]([C:16]1[CH:21]=[CH:20][CH:19]=[C:18]([NH:22][C:23]([CH3:29])([C:25](=[O:28])[NH:26][CH3:27])[CH3:24])[CH:17]=1)[C:10]([CH3:31])([CH3:30])[CH2:9]2)=[O:5])C.Cl, predict the reaction product. The product is: [CH3:30][C:10]1([CH3:31])[CH2:9][C:8]2[C:13](=[CH:14][CH:15]=[C:6]([C:4]([OH:5])=[O:3])[CH:7]=2)[NH:12][CH:11]1[C:16]1[CH:21]=[CH:20][CH:19]=[C:18]([NH:22][C:23]([CH3:29])([C:25](=[O:28])[NH:26][CH3:27])[CH3:24])[CH:17]=1. (3) Given the reactants [NH2:1][CH2:2][C@@H:3]1[C@H:8]([CH3:9])[CH2:7][CH2:6][CH2:5][N:4]1[C:10]([C:12]1[CH:17]=[C:16]([CH3:18])[CH:15]=[CH:14][C:13]=1[N:19]1[CH:23]=[CH:22][C:21]([CH3:24])=[N:20]1)=[O:11].Cl[C:26]1[CH:33]=[CH:32][C:29]([C:30]#[N:31])=[CH:28][N:27]=1, predict the reaction product. The product is: [CH3:9][C@@H:8]1[CH2:7][CH2:6][CH2:5][N:4]([C:10](=[O:11])[C:12]2[CH:17]=[C:16]([CH3:18])[CH:15]=[CH:14][C:13]=2[N:19]2[CH:23]=[CH:22][C:21]([CH3:24])=[N:20]2)[C@@H:3]1[CH2:2][NH:1][C:26]1[CH:33]=[CH:32][C:29]([C:30]#[N:31])=[CH:28][N:27]=1. (4) Given the reactants [CH2:1]([O:3][C:4]([C:6]1[C:7]([CH3:21])=[N:8][N:9]([C:12]2[CH:17]=[CH:16][CH:15]=[C:14]([N+:18]([O-])=O)[CH:13]=2)[C:10]=1[CH3:11])=[O:5])[CH3:2].[H][H], predict the reaction product. The product is: [CH2:1]([O:3][C:4]([C:6]1[C:7]([CH3:21])=[N:8][N:9]([C:12]2[CH:17]=[CH:16][CH:15]=[C:14]([NH2:18])[CH:13]=2)[C:10]=1[CH3:11])=[O:5])[CH3:2]. (5) The product is: [CH2:44]([C:43]1[O:46][C:30]([CH2:31][CH2:32][NH:33][C:34](=[O:40])[O:35][C:36]([CH3:37])([CH3:38])[CH3:39])=[N:41][N:42]=1)[CH3:45]. Given the reactants C1(P(C2C=CC=CC=2)C2C=CC=CC=2)C=CC=CC=1.II.C(N(CC)CC)C.O=[C:30]([NH:41][NH:42][C:43](=[O:46])[CH2:44][CH3:45])[CH2:31][CH2:32][NH:33][C:34](=[O:40])[O:35][C:36]([CH3:39])([CH3:38])[CH3:37], predict the reaction product. (6) Given the reactants Br[C:2]1[CH:3]=[CH:4][C:5]([C:8]([F:11])([F:10])[F:9])=[N:6][CH:7]=1.[CH2:12]([CH:14]([N:17]1[CH2:22][CH2:21][N:20]([C:23]([C@H:25]2[CH2:29][CH2:28][NH:27][CH2:26]2)=[O:24])[CH2:19][CH2:18]1)[CH2:15][CH3:16])[CH3:13], predict the reaction product. The product is: [CH2:12]([CH:14]([N:17]1[CH2:18][CH2:19][N:20]([C:23]([C@H:25]2[CH2:29][CH2:28][N:27]([C:2]3[CH:7]=[N:6][C:5]([C:8]([F:11])([F:10])[F:9])=[CH:4][CH:3]=3)[CH2:26]2)=[O:24])[CH2:21][CH2:22]1)[CH2:15][CH3:16])[CH3:13]. (7) The product is: [CH2:11]([O:10][C:8]1[N:7]([C:13]2[CH:18]=[CH:17][N:16]=[C:15]([NH2:19])[N:14]=2)[C:6]2[CH:20]=[C:2]([C:22]#[C:21][Si:23]([CH3:26])([CH3:25])[CH3:24])[CH:3]=[CH:4][C:5]=2[N:9]=1)[CH3:12]. Given the reactants Br[C:2]1[CH:3]=[CH:4][C:5]2[N:9]=[C:8]([O:10][CH2:11][CH3:12])[N:7]([C:13]3[CH:18]=[CH:17][N:16]=[C:15]([NH2:19])[N:14]=3)[C:6]=2[CH:20]=1.[C:21]([Si:23]([CH3:26])([CH3:25])[CH3:24])#[CH:22], predict the reaction product. (8) The product is: [CH3:39][O:38][C:36]([CH:35]1[CH2:40][CH2:41][N:32]([CH:18]=[C:17]2[C:16]3[C:15]([CH3:30])([C:14]4[CH:5]([O:4][C:2](=[O:3])[CH3:1])[CH2:6][C:7]5([CH3:31])[CH:8]([C:13]=4[C:21](=[O:22])[C:20]=3[OH:19])[CH2:9][CH2:10][CH:11]5[OH:12])[CH:26]([CH2:27][O:28][CH3:29])[O:25][C:23]2=[O:24])[CH2:33][CH2:34]1)=[O:37]. Given the reactants [CH3:1][C:2]([O:4][C@H:5]1[C:14]2[C@@:15]3([CH3:30])[C@@H:26]([CH2:27][O:28][CH3:29])[O:25][C:23](=[O:24])[C:17]4=[CH:18][O:19][C:20]([C:21](=[O:22])[C:13]=2[C@@H:8]2[CH2:9][CH2:10][C@H:11]([OH:12])[C@@:7]2([CH3:31])[CH2:6]1)=[C:16]34)=[O:3].[NH:32]1[CH2:41][CH2:40][CH:35]([C:36]([O:38][CH3:39])=[O:37])[CH2:34][CH2:33]1, predict the reaction product. (9) Given the reactants [CH2:1]1[C:7]2=[C:8]3[C:12](=[CH:13][CH:14]=[C:6]2[O:5][CH2:4][CH2:3][N:2]1C(OC(C)(C)C)=O)[NH:11][CH:10]=[CH:9]3.[H-].[Na+].CN(C=O)C.[CH3:29][O:30][C:31]1[CH:36]=[C:35]([CH3:37])[CH:34]=[CH:33][C:32]=1[S:38](Cl)(=[O:40])=[O:39], predict the reaction product. The product is: [CH3:29][O:30][C:31]1[CH:36]=[C:35]([CH3:37])[CH:34]=[CH:33][C:32]=1[S:38]([N:11]1[C:12]2[C:8](=[C:7]3[CH2:1][NH:2][CH2:3][CH2:4][O:5][C:6]3=[CH:14][CH:13]=2)[CH:9]=[CH:10]1)(=[O:39])=[O:40].